Dataset: Reaction yield outcomes from USPTO patents with 853,638 reactions. Task: Predict the reaction yield, written as a fraction of the theoretical maximum amount of product (1.0 means a 100% yield; for example, 0.34 means a 34% yield). (1) No catalyst specified. The product is [OH:12][C:13]1[CH:18]=[CH:17][C:16](/[CH:19]=[CH:20]/[C:21]2[CH:26]=[CH:25][N:24]([C:27]3[CH:32]=[CH:31][C:30]([O:33][CH2:34][CH2:35][N:36]4[CH2:37][CH2:38][CH2:39][CH2:40]4)=[CH:29][CH:28]=3)[C:23](=[O:41])[CH:22]=2)=[CH:15][CH:14]=1. The yield is 0.920. The reactants are FC(F)(F)C(O)=O.CC([O:12][C:13]1[CH:18]=[CH:17][C:16](/[CH:19]=[CH:20]/[C:21]2[CH:26]=[CH:25][N:24]([C:27]3[CH:32]=[CH:31][C:30]([O:33][CH2:34][CH2:35][N:36]4[CH2:40][CH2:39][CH2:38][CH2:37]4)=[CH:29][CH:28]=3)[C:23](=[O:41])[CH:22]=2)=[CH:15][CH:14]=1)(C)C. (2) The reactants are [Cl:1][C:2]1[CH:7]=[C:6]([Cl:8])[CH:5]=[CH:4][C:3]=1[C:9]1[N:10]=[C:11]([NH2:14])[NH:12][CH:13]=1.[C:15]([C:19]1[CH:38]=[CH:37][C:22]([O:23][C:24]2[CH:25]=[C:26]3[C:31](=[CH:32][CH:33]=2)[CH:30]=[N:29][C:28]([C:34](O)=[O:35])=[CH:27]3)=[CH:21][CH:20]=1)([CH3:18])([CH3:17])[CH3:16]. No catalyst specified. The product is [Cl:1][C:2]1[CH:7]=[C:6]([Cl:8])[CH:5]=[CH:4][C:3]=1[C:9]1[N:10]=[C:11]([NH:14][C:34]([C:28]2[N:29]=[CH:30][C:31]3[C:26]([CH:27]=2)=[CH:25][C:24]([O:23][C:22]2[CH:37]=[CH:38][C:19]([C:15]([CH3:18])([CH3:17])[CH3:16])=[CH:20][CH:21]=2)=[CH:33][CH:32]=3)=[O:35])[NH:12][CH:13]=1. The yield is 0.340. (3) The reactants are [C:1]1([CH:7](O)[CH:8]=[CH:9][CH3:10])[CH:6]=[CH:5][CH:4]=[CH:3][CH:2]=1.Cl.CC[O:15]CC.C(=O)(O)[O-].[Na+]. The catalyst is O1CCOCC1. The product is [C:1]1([CH:7]=[CH:8][CH:9]([OH:15])[CH3:10])[CH:6]=[CH:5][CH:4]=[CH:3][CH:2]=1. The yield is 0.968. (4) The yield is 0.990. The reactants are [Br:1][C:2]1[CH:3]=[C:4]2[C:9](=[CH:10][CH:11]=1)[C:8](Cl)=[N:7][N:6]=[C:5]2[Cl:13].CS(C)=[O:16].BrC1C=C2C(C(Cl)=NNC2=O)=CC=1. The catalyst is O. The product is [Br:1][C:2]1[CH:3]=[C:4]2[C:9](=[CH:10][CH:11]=1)[C:8](=[O:16])[NH:7][N:6]=[C:5]2[Cl:13]. (5) The catalyst is CC(C)=O.C(O)C. The reactants are [Br:1][C:2]1[CH:7]=[CH:6][C:5]([C:8](=[O:29])[CH2:9][C:10]([CH2:21][CH2:22][C:23]2[CH:28]=[CH:27][CH:26]=[CH:25][CH:24]=2)(C(OCC)=O)[C:11]([O:13][CH2:14][CH3:15])=[O:12])=[CH:4][CH:3]=1.[OH-].[Na+]. The yield is 0.650. The product is [Br:1][C:2]1[CH:3]=[CH:4][C:5]([C:8](=[O:29])[CH2:9][CH:10]([CH2:21][CH2:22][C:23]2[CH:24]=[CH:25][CH:26]=[CH:27][CH:28]=2)[C:11]([O:13][CH2:14][CH3:15])=[O:12])=[CH:6][CH:7]=1. (6) The reactants are [NH2:1][CH2:2][CH2:3][CH2:4][NH:5][C:6](=[O:12])[O:7][C:8]([CH3:11])([CH3:10])[CH3:9].[F:13][C:14]1[CH:15]=[C:16]([C:20](=O)[CH3:21])[CH:17]=[CH:18][CH:19]=1.[BH4-].[Na+]. The catalyst is CC(C)[O-].[Ti+4].CC(C)[O-].CC(C)[O-].CC(C)[O-].CO. The product is [F:13][C:14]1[CH:15]=[C:16]([CH:20]([NH:1][CH2:2][CH2:3][CH2:4][NH:5][C:6](=[O:12])[O:7][C:8]([CH3:9])([CH3:11])[CH3:10])[CH3:21])[CH:17]=[CH:18][CH:19]=1. The yield is 1.00. (7) The reactants are [NH2:1][C:2]1[CH:11]=[C:10]2[C:5]([C:6]([NH:12][C:13]3[CH:18]=[CH:17][CH:16]=[C:15]([Br:19])[CH:14]=3)=[N:7][CH:8]=[N:9]2)=[CH:4][CH:3]=1.[C:20](Cl)(=[O:23])[CH2:21][CH3:22]. The catalyst is C1COCC1. The product is [Br:19][C:15]1[CH:14]=[C:13]([NH:12][C:6]2[C:5]3[C:10](=[CH:11][C:2]([NH:1][C:20](=[O:23])[CH2:21][CH3:22])=[CH:3][CH:4]=3)[N:9]=[CH:8][N:7]=2)[CH:18]=[CH:17][CH:16]=1. The yield is 0.380. (8) The reactants are C(N(CC)CC)C.[Br:8][C:9]1[C:17]([F:18])=[CH:16][CH:15]=[C:14]([N+:19]([O-:21])=[O:20])[C:10]=1[C:11]([NH2:13])=O.O. The catalyst is O=P(Cl)(Cl)Cl. The product is [Br:8][C:9]1[C:17]([F:18])=[CH:16][CH:15]=[C:14]([N+:19]([O-:21])=[O:20])[C:10]=1[C:11]#[N:13]. The yield is 0.640. (9) The catalyst is CN(C)C=O.C(N(CC)CC)C. The reactants are [CH3:1][O:2][C:3]1[CH:4]=[CH:5][C:6]2[O:10][C:9]([CH:11]([NH:18][C:19]3[CH:27]=[CH:26][C:22]([C:23](O)=[O:24])=[CH:21][CH:20]=3)[CH2:12][CH2:13][CH2:14][CH2:15][CH2:16][CH3:17])=[C:8]([CH3:28])[C:7]=2[CH:29]=1.Cl.[CH2:31]([O:33][C:34](=[O:38])[CH2:35][CH2:36][NH2:37])[CH3:32].O.ON1C2C=CC=CC=2N=N1.Cl.C(N=C=NCCCN(C)C)C.[Cl-].[NH4+]. The yield is 0.850. The product is [CH3:1][O:2][C:3]1[CH:4]=[CH:5][C:6]2[O:10][C:9]([CH:11]([NH:18][C:19]3[CH:20]=[CH:21][C:22]([C:23]([NH:37][CH2:36][CH2:35][C:34]([O:33][CH2:31][CH3:32])=[O:38])=[O:24])=[CH:26][CH:27]=3)[CH2:12][CH2:13][CH2:14][CH2:15][CH2:16][CH3:17])=[C:8]([CH3:28])[C:7]=2[CH:29]=1. (10) The reactants are Cl.[Cl:2][C:3]1[CH:8]=[CH:7][CH:6]=[C:5]([Cl:9])[C:4]=1[CH2:10][C:11](=[NH:13])[NH2:12].[Na].[C:15](OCC)(=[O:22])[CH2:16][C:17](OCC)=[O:18]. The catalyst is C(O)C. The product is [Cl:2][C:3]1[CH:8]=[CH:7][CH:6]=[C:5]([Cl:9])[C:4]=1[CH2:10][C:11]1[N:12]=[C:17]([OH:18])[CH:16]=[C:15]([OH:22])[N:13]=1. The yield is 0.764.